From a dataset of NCI-60 drug combinations with 297,098 pairs across 59 cell lines. Regression. Given two drug SMILES strings and cell line genomic features, predict the synergy score measuring deviation from expected non-interaction effect. (1) Drug 1: CCC1(CC2CC(C3=C(CCN(C2)C1)C4=CC=CC=C4N3)(C5=C(C=C6C(=C5)C78CCN9C7C(C=CC9)(C(C(C8N6C)(C(=O)OC)O)OC(=O)C)CC)OC)C(=O)OC)O.OS(=O)(=O)O. Drug 2: C1=NC(=NC(=O)N1C2C(C(C(O2)CO)O)O)N. Cell line: SNB-75. Synergy scores: CSS=8.78, Synergy_ZIP=-2.18, Synergy_Bliss=-1.01, Synergy_Loewe=-1.42, Synergy_HSA=0.182. (2) Drug 1: CN1CCC(CC1)COC2=C(C=C3C(=C2)N=CN=C3NC4=C(C=C(C=C4)Br)F)OC. Drug 2: C1CN(P(=O)(OC1)NCCCl)CCCl. Cell line: CCRF-CEM. Synergy scores: CSS=-8.16, Synergy_ZIP=-1.51, Synergy_Bliss=-14.7, Synergy_Loewe=-16.0, Synergy_HSA=-15.4. (3) Drug 1: C1CCC(C1)C(CC#N)N2C=C(C=N2)C3=C4C=CNC4=NC=N3. Drug 2: CC1CCCC2(C(O2)CC(NC(=O)CC(C(C(=O)C(C1O)C)(C)C)O)C(=CC3=CSC(=N3)C)C)C. Cell line: IGROV1. Synergy scores: CSS=5.09, Synergy_ZIP=-2.69, Synergy_Bliss=-1.35, Synergy_Loewe=-2.88, Synergy_HSA=-2.37.